This data is from Retrosynthesis with 50K atom-mapped reactions and 10 reaction types from USPTO. The task is: Predict the reactants needed to synthesize the given product. (1) Given the product CCCCc1ccc(C#Cc2ccc(CN(Cc3ccc(OCC(=O)OC)cc3)C(=O)c3ccc(O)nc3)cc2)cc1, predict the reactants needed to synthesize it. The reactants are: CCCCc1ccc(C#Cc2ccc(CNCc3ccc(OCC(=O)OC)cc3)cc2)cc1.O=C(O)c1ccc(O)nc1. (2) Given the product COC(=O)c1ccc2sc(C)cc2c1, predict the reactants needed to synthesize it. The reactants are: Cc1cc2cc(C(=O)O)ccc2s1.O=C([O-])O. (3) Given the product CCCc1nn(C)c2c(=O)[nH]c(-c3cc(NS(=O)(=O)CCCN4CCOCC4)ccc3OCC)nc12, predict the reactants needed to synthesize it. The reactants are: CCCc1nn(C)c2c(=O)[nH]c(-c3cc(N)ccc3OCC)nc12.O=S(=O)(Cl)CCCN1CCOCC1. (4) Given the product COc1ccc(CNc2nc(N3CCC4(CC4)C3)ncc2C(=O)NCCN2CCN(C)CC2)cc1Cl, predict the reactants needed to synthesize it. The reactants are: C=O.COc1ccc(CNc2nc(N3CCC4(CC4)C3)ncc2C(=O)NCCN2CCNCC2)cc1Cl.